From a dataset of Peptide-MHC class II binding affinity with 134,281 pairs from IEDB. Regression. Given a peptide amino acid sequence and an MHC pseudo amino acid sequence, predict their binding affinity value. This is MHC class II binding data. (1) The peptide sequence is YTKKEAFNVENGNAT. The MHC is HLA-DPA10103-DPB10401 with pseudo-sequence HLA-DPA10103-DPB10401. The binding affinity (normalized) is 0.299. (2) The peptide sequence is EVKSFQWTQALRREL. The MHC is DRB1_0405 with pseudo-sequence DRB1_0405. The binding affinity (normalized) is 0.545. (3) The peptide sequence is LVKYVNGDGDVVAVDIKEKG. The MHC is HLA-DPA10301-DPB10402 with pseudo-sequence HLA-DPA10301-DPB10402. The binding affinity (normalized) is 0.323. (4) The MHC is DRB1_0101 with pseudo-sequence DRB1_0101. The binding affinity (normalized) is 0.740. The peptide sequence is MANLAPHLLLIVIGH. (5) The peptide sequence is CDGRGKSTRSTTDSG. The MHC is HLA-DQA10501-DQB10302 with pseudo-sequence HLA-DQA10501-DQB10302. The binding affinity (normalized) is 0.269. (6) The peptide sequence is SQDLENSWNLNGLQAY. The MHC is HLA-DQA10101-DQB10501 with pseudo-sequence HLA-DQA10101-DQB10501. The binding affinity (normalized) is 0.586. (7) The peptide sequence is YDKFLANVSTVHTGK. The MHC is DRB3_0202 with pseudo-sequence DRB3_0202. The binding affinity (normalized) is 0.863. (8) The peptide sequence is NLYKLHGGHVSCRVK. The MHC is HLA-DQA10201-DQB10402 with pseudo-sequence HLA-DQA10201-DQB10402. The binding affinity (normalized) is 0.498.